Dataset: Peptide-MHC class II binding affinity with 134,281 pairs from IEDB. Task: Regression. Given a peptide amino acid sequence and an MHC pseudo amino acid sequence, predict their binding affinity value. This is MHC class II binding data. (1) The peptide sequence is QPFPKTVWEQILNTW. The MHC is HLA-DQA10102-DQB10602 with pseudo-sequence HLA-DQA10102-DQB10602. The binding affinity (normalized) is 0.250. (2) The peptide sequence is ISTNIRQAGVQYSRA. The MHC is DRB1_1502 with pseudo-sequence DRB1_1502. The binding affinity (normalized) is 0.574. (3) The peptide sequence is EGVHGGTWVSATLEQ. The MHC is DRB1_0701 with pseudo-sequence DRB1_0701. The binding affinity (normalized) is 0.156. (4) The peptide sequence is LEDFIPMDSTVKNYF. The MHC is DRB1_0101 with pseudo-sequence DRB1_0101. The binding affinity (normalized) is 0.640. (5) The peptide sequence is SIVVPIEPSAPPPED. The MHC is DRB1_0101 with pseudo-sequence DRB1_0101. The binding affinity (normalized) is 0.181. (6) The peptide sequence is QQWIQFMMSRRRLLA. The binding affinity (normalized) is 0.688. The MHC is DRB1_0701 with pseudo-sequence DRB1_0701. (7) The peptide sequence is EKKQFAATQFEPLAA. The MHC is HLA-DPA10103-DPB10401 with pseudo-sequence HLA-DPA10103-DPB10401. The binding affinity (normalized) is 1.00. (8) The peptide sequence is AFGVAATAANAAPAN. The MHC is DRB1_0401 with pseudo-sequence DRB1_0401. The binding affinity (normalized) is 0.369.